From a dataset of Full USPTO retrosynthesis dataset with 1.9M reactions from patents (1976-2016). Predict the reactants needed to synthesize the given product. (1) Given the product [NH2:29][C:30]1[C:39]2[N:40]=[C:41]([CH2:46][CH2:47][CH2:48][CH3:49])[N:42]([CH2:43][CH2:44][NH:45][C:8]([NH:7][C:6]3[CH:1]=[CH:2][C:3]([C:13]4[C:14]5[C:15]([O:21][C:22]6[C:23]=4[CH:24]=[CH:25][C:26](=[O:28])[CH:27]=6)=[CH:16][C:17]([OH:20])=[CH:18][CH:19]=5)=[C:4]([CH:5]=3)[C:10]([OH:12])=[O:11])=[S:9])[C:38]=2[C:37]2[CH:36]=[CH:35][CH:34]=[CH:33][C:32]=2[N:31]=1, predict the reactants needed to synthesize it. The reactants are: [CH:1]1[C:6]([N:7]=[C:8]=[S:9])=[CH:5][C:4]2[C:10]([O:12][C:13]3([C:23]4[CH:24]=[CH:25][C:26]([OH:28])=[CH:27][C:22]=4[O:21][C:15]4[CH:16]=[C:17]([OH:20])[CH:18]=[CH:19][C:14]3=4)[C:3]=2[CH:2]=1)=[O:11].[NH2:29][C:30]1[C:39]2[N:40]=[C:41]([CH2:46][CH2:47][CH2:48][CH3:49])[N:42]([CH2:43][CH2:44][NH2:45])[C:38]=2[C:37]2[CH:36]=[CH:35][CH:34]=[CH:33][C:32]=2[N:31]=1.O. (2) Given the product [NH2:30][C:28]1[N:29]=[C:24]([N:8]2[C@H:3]([CH3:2])[CH2:4][CH2:5][C@H:6]([C:9]([N:11]3[CH2:15][CH2:14][CH2:13][CH2:12]3)=[O:10])[CH2:7]2)[CH:25]=[CH:26][C:27]=1[N+:31]([O-:33])=[O:32], predict the reactants needed to synthesize it. The reactants are: Cl.[CH3:2][C@H:3]1[NH:8][CH2:7][C@@H:6]([C:9]([N:11]2[CH2:15][CH2:14][CH2:13][CH2:12]2)=[O:10])[CH2:5][CH2:4]1.C(N(CC)CC)C.Cl[C:24]1[N:29]=[C:28]([NH2:30])[C:27]([N+:31]([O-:33])=[O:32])=[CH:26][CH:25]=1.O. (3) The reactants are: CC(C1C=C(C(C)C)C(C2C=CC=CC=2P(C2CCCCC2)C2CCCCC2)=C(C(C)C)C=1)C.Cl[C:36]1[CH:37]=[CH:38][C:39]2[N:45]3[CH2:46][C@H:42]([CH2:43][CH2:44]3)[N:41]([C:47]([NH:49][C:50]3[CH:55]=[N:54][CH:53]=[CH:52][N:51]=3)=[O:48])[C:40]=2[N:56]=1.[F:57][C:58]1[C:59]([C:73]#[N:74])=[N:60][CH:61]=[C:62](B2OC(C)(C)C(C)(C)O2)[CH:63]=1.P([O-])(O)(O)=O.[K+]. Given the product [C:73]([C:59]1[N:60]=[CH:61][C:62]([C:36]2[CH:37]=[CH:38][C:39]3[N:45]4[CH2:46][C@H:42]([CH2:43][CH2:44]4)[N:41]([C:47]([NH:49][C:50]4[CH:55]=[N:54][CH:53]=[CH:52][N:51]=4)=[O:48])[C:40]=3[N:56]=2)=[CH:63][C:58]=1[F:57])#[N:74], predict the reactants needed to synthesize it. (4) Given the product [Cl:1][C:2]1[CH:7]=[C:6]([Cl:8])[CH:5]=[CH:4][C:3]=1[C:9]1[O:13][N:12]=[CH:11][C:10]=1[CH2:14][CH2:15][C:16]([O:18][CH3:24])=[O:17], predict the reactants needed to synthesize it. The reactants are: [Cl:1][C:2]1[CH:7]=[C:6]([Cl:8])[CH:5]=[CH:4][C:3]=1[C:9]1[O:13][N:12]=[CH:11][C:10]=1[CH2:14][CH2:15][C:16]([OH:18])=[O:17].S(=O)(=O)(O)O.[CH3:24]O. (5) Given the product [Br:14][C:15]1[CH:20]=[C:19]([N+:21]([O-:23])=[O:22])[C:18]([NH2:29])=[C:17]([N+:24]([O-:26])=[O:25])[CH:16]=1, predict the reactants needed to synthesize it. The reactants are: O.O.O.O.O.O.O.O.O.[S-2].[Na+].[Na+].[S].[Br:14][C:15]1[CH:20]=[C:19]([N+:21]([O-:23])=[O:22])[CH:18]=[C:17]([N+:24]([O-:26])=[O:25])[C:16]=1N.[Cl-].[NH4+:29].[OH-].[Na+].Cl. (6) Given the product [Cl:23][C:21]1[CH:20]=[CH:19][C:17]2[NH:18][C:14]([CH:10]3[O:11][CH2:12][CH2:13][NH:8][CH2:9]3)=[N:15][C:16]=2[CH:22]=1, predict the reactants needed to synthesize it. The reactants are: C([N:8]1[CH2:13][CH2:12][O:11][CH:10]([C:14]2[NH:18][C:17]3[CH:19]=[CH:20][C:21]([Cl:23])=[CH:22][C:16]=3[N:15]=2)[CH2:9]1)C1C=CC=CC=1.Cl.C(Cl)Cl. (7) Given the product [CH2:1]([N:8]1[CH2:9][C:10]2([CH2:15][N:14]3[N:16]=[C:17]([C:21]4[CH:26]=[CH:25][C:24]([O:27][C:28]5[CH:29]=[CH:30][CH:31]=[CH:32][CH:33]=5)=[CH:23][CH:22]=4)[C:18]([C:19]([NH2:20])=[O:39])=[C:13]3[NH:12][CH2:11]2)[CH2:34]1)[C:2]1[CH:3]=[CH:4][CH:5]=[CH:6][CH:7]=1, predict the reactants needed to synthesize it. The reactants are: [CH2:1]([N:8]1[CH2:34][C:10]2([CH2:15][N:14]3[N:16]=[C:17]([C:21]4[CH:26]=[CH:25][C:24]([O:27][C:28]5[CH:33]=[CH:32][CH:31]=[CH:30][CH:29]=5)=[CH:23][CH:22]=4)[C:18]([C:19]#[N:20])=[C:13]3[NH:12][CH2:11]2)[CH2:9]1)[C:2]1[CH:7]=[CH:6][CH:5]=[CH:4][CH:3]=1.ClCCC(NC1C=C(C2N3N=C(C4C=CC(OC5C=CC=CC=5)=CC=4)C(C(N)=O)=C3NCC2)C=CC=1)=[O:39]. (8) Given the product [F:1][C:2]1[CH:7]=[CH:6][C:5]([O:8][C:14]2[O:18][C:17]([CH:19]=[O:20])=[CH:16][CH:15]=2)=[CH:4][CH:3]=1, predict the reactants needed to synthesize it. The reactants are: [F:1][C:2]1[CH:7]=[CH:6][C:5]([OH:8])=[CH:4][CH:3]=1.[H-].[Na+].[N+]([C:14]1[O:18][C:17]([CH:19]=[O:20])=[CH:16][CH:15]=1)([O-])=O. (9) Given the product [ClH:8].[Cl:8][C:9]1[CH:36]=[CH:35][C:12]([CH2:13][N:14]2[CH:15]=[C:16]([C:21]3[CH:26]=[CH:25][C:24]([NH2:27])=[CH:23][CH:22]=3)[CH:17]=[CH:18][C:19]2=[O:20])=[C:11]([F:37])[CH:10]=1, predict the reactants needed to synthesize it. The reactants are: Cl.O1CCOCC1.[Cl:8][C:9]1[CH:36]=[CH:35][C:12]([CH2:13][N:14]2[C:19](=[O:20])[CH:18]=[CH:17][C:16]([C:21]3[CH:26]=[CH:25][C:24]([NH:27]C(=O)OC(C)(C)C)=[CH:23][CH:22]=3)=[CH:15]2)=[C:11]([F:37])[CH:10]=1.